Regression. Given a peptide amino acid sequence and an MHC pseudo amino acid sequence, predict their binding affinity value. This is MHC class II binding data. From a dataset of Peptide-MHC class II binding affinity with 134,281 pairs from IEDB. (1) The peptide sequence is EPIAAYHFDLSGIAF. The MHC is DRB1_1001 with pseudo-sequence DRB1_1001. The binding affinity (normalized) is 0.457. (2) The peptide sequence is SKAALTSKLDAAYKL. The MHC is DRB1_1001 with pseudo-sequence DRB1_1001. The binding affinity (normalized) is 0.426.